From a dataset of Buchwald-Hartwig C-N cross coupling reaction yields with 55,370 reactions. Predict the reaction yield, written as a fraction of the theoretical maximum amount of product (1.0 means a 100% yield; for example, 0.34 means a 34% yield). (1) The reactants are FC(F)(F)c1ccc(Br)cc1.Cc1ccc(N)cc1.O=S(=O)(O[Pd]1c2ccccc2-c2ccccc2N~1)C(F)(F)F.COc1ccc(OC)c(P(C(C)(C)C)C(C)(C)C)c1-c1c(C(C)C)cc(C(C)C)cc1C(C)C.CCN=P(N=P(N(C)C)(N(C)C)N(C)C)(N(C)C)N(C)C.Fc1cccc(F)c1-c1ccno1. No catalyst specified. The product is Cc1ccc(Nc2ccc(C(F)(F)F)cc2)cc1. The yield is 0.124. (2) The reactants are COc1ccc(I)cc1.Cc1ccc(N)cc1.O=S(=O)(O[Pd]1c2ccccc2-c2ccccc2N~1)C(F)(F)F.CC(C)c1cc(C(C)C)c(-c2ccccc2P(C2CCCCC2)C2CCCCC2)c(C(C)C)c1.CN(C)C(=NC(C)(C)C)N(C)C.CCOC(=O)c1cc(C)on1. No catalyst specified. The product is COc1ccc(Nc2ccc(C)cc2)cc1. The yield is 0.196. (3) The reactants are COc1ccc(Cl)cc1.Cc1ccc(N)cc1.O=S(=O)(O[Pd]1c2ccccc2-c2ccccc2N~1)C(F)(F)F.COc1ccc(OC)c(P(C(C)(C)C)C(C)(C)C)c1-c1c(C(C)C)cc(C(C)C)cc1C(C)C.CN1CCCN2CCCN=C12.CCOC(=O)c1ccon1. The product is COc1ccc(Nc2ccc(C)cc2)cc1. No catalyst specified. The yield is 0.00578. (4) The reactants are Brc1ccccn1.Cc1ccc(N)cc1.O=S(=O)(O[Pd]1c2ccccc2-c2ccccc2N~1)C(F)(F)F.COc1ccc(OC)c(P([C@]23C[C@H]4C[C@H](C[C@H](C4)C2)C3)[C@]23C[C@H]4C[C@H](C[C@H](C4)C2)C3)c1-c1c(C(C)C)cc(C(C)C)cc1C(C)C.CN1CCCN2CCCN=C12.CCOC(=O)c1ccon1. No catalyst specified. The product is Cc1ccc(Nc2ccccn2)cc1. The yield is 0.936. (5) The reactants are Ic1ccccn1.Cc1ccc(N)cc1.O=S(=O)(O[Pd]1c2ccccc2-c2ccccc2N~1)C(F)(F)F.CC(C)c1cc(C(C)C)c(-c2ccccc2P(C2CCCCC2)C2CCCCC2)c(C(C)C)c1.CN1CCCN2CCCN=C12.c1ccc(-c2ccon2)cc1. No catalyst specified. The product is Cc1ccc(Nc2ccccn2)cc1. The yield is 0.636. (6) The reactants are COc1ccc(Br)cc1.Cc1ccc(N)cc1.O=S(=O)(O[Pd]1c2ccccc2-c2ccccc2N~1)C(F)(F)F.COc1ccc(OC)c(P([C@]23C[C@H]4C[C@H](C[C@H](C4)C2)C3)[C@]23C[C@H]4C[C@H](C[C@H](C4)C2)C3)c1-c1c(C(C)C)cc(C(C)C)cc1C(C)C.CN1CCCN2CCCN=C12.c1ccc(CN(Cc2ccccc2)c2ccon2)cc1. No catalyst specified. The product is COc1ccc(Nc2ccc(C)cc2)cc1. The yield is 0.668. (7) The reactants are FC(F)(F)c1ccc(I)cc1.Cc1ccc(N)cc1.O=S(=O)(O[Pd]1c2ccccc2-c2ccccc2N~1)C(F)(F)F.COc1ccc(OC)c(P(C(C)(C)C)C(C)(C)C)c1-c1c(C(C)C)cc(C(C)C)cc1C(C)C.CCN=P(N=P(N(C)C)(N(C)C)N(C)C)(N(C)C)N(C)C.CCOC(=O)c1cc(OC)no1. No catalyst specified. The product is Cc1ccc(Nc2ccc(C(F)(F)F)cc2)cc1. The yield is 0.348. (8) The reactants are Brc1cccnc1.Cc1ccc(N)cc1.O=S(=O)(O[Pd]1c2ccccc2-c2ccccc2N~1)C(F)(F)F.COc1ccc(OC)c(P(C(C)(C)C)C(C)(C)C)c1-c1c(C(C)C)cc(C(C)C)cc1C(C)C.CCN=P(N=P(N(C)C)(N(C)C)N(C)C)(N(C)C)N(C)C.CCOC(=O)c1cnoc1C. No catalyst specified. The product is Cc1ccc(Nc2cccnc2)cc1. The yield is 0.140.